Dataset: Forward reaction prediction with 1.9M reactions from USPTO patents (1976-2016). Task: Predict the product of the given reaction. Given the reactants [NH2:1][C@H:2]([CH3:22])[CH2:3][CH2:4][N:5]([C:12]([O:14][CH2:15][C:16]1[CH:21]=[CH:20][CH:19]=[CH:18][CH:17]=1)=[O:13])[C@@H:6]([C:8](OC)=[O:9])[CH3:7].C[Al](C)C.C(N(CC)CC)C, predict the reaction product. The product is: [CH3:7][C@@H:6]1[C:8](=[O:9])[NH:1][C@H:2]([CH3:22])[CH2:3][CH2:4][N:5]1[C:12]([O:14][CH2:15][C:16]1[CH:21]=[CH:20][CH:19]=[CH:18][CH:17]=1)=[O:13].